From a dataset of Catalyst prediction with 721,799 reactions and 888 catalyst types from USPTO. Predict which catalyst facilitates the given reaction. (1) The catalyst class is: 3. Reactant: [Cl:1]N1C(=O)CCC1=O.[N+:9]([C:12]1[CH:13]=[C:14]2[C:18](=[CH:19][CH:20]=1)[NH:17][CH:16]=[CH:15]2)([O-:11])=[O:10].O. Product: [Cl:1][C:15]1[C:14]2[C:18](=[CH:19][CH:20]=[C:12]([N+:9]([O-:11])=[O:10])[CH:13]=2)[NH:17][CH:16]=1. (2) Reactant: [Cl:1][C:2]1[CH:3]=[C:4]([C:8]2[C:13]([C:14]([NH:16][CH2:17][CH2:18][CH2:19][C:20]3[CH:25]=[CH:24][CH:23]=[CH:22][CH:21]=3)=[O:15])=[C:12]([CH3:26])[N:11]=[C:10](SC)[N:9]=2)[CH:5]=[CH:6][CH:7]=1.ClC1C=CC=C(C(OO)=O)C=1.S(=O)(O)[O-].[Na+].[N:45]1([CH2:51][CH2:52][OH:53])[CH2:50][CH2:49][CH2:48][CH2:47][CH2:46]1.[H-].[Na+]. Product: [Cl:1][C:2]1[CH:3]=[C:4]([C:8]2[C:13]([C:14]([NH:16][CH2:17][CH2:18][CH2:19][C:20]3[CH:25]=[CH:24][CH:23]=[CH:22][CH:21]=3)=[O:15])=[C:12]([CH3:26])[N:11]=[C:10]([O:53][CH2:52][CH2:51][N:45]3[CH2:50][CH2:49][CH2:48][CH2:47][CH2:46]3)[N:9]=2)[CH:5]=[CH:6][CH:7]=1. The catalyst class is: 4. (3) Reactant: C[O:2][C:3]([C:5]1([F:22])[CH2:10][CH2:9][CH2:8][N:7]([CH2:11][CH:12]2[O:17][C:16]3[CH:18]=[CH:19][CH:20]=[CH:21][C:15]=3[O:14][CH2:13]2)[CH2:6]1)=O.[H-].[H-].[H-].[H-].[Li+].[Al+3].O.[OH-].[Na+]. Product: [O:17]1[C:16]2[CH:18]=[CH:19][CH:20]=[CH:21][C:15]=2[O:14][CH2:13][CH:12]1[CH2:11][N:7]1[CH2:8][CH2:9][CH2:10][C:5]([CH2:3][OH:2])([F:22])[CH2:6]1. The catalyst class is: 1. (4) Reactant: [Cl:1][C:2]1[CH:3]=[C:4]([C:7]([O:9]N2C(=O)CCC2=O)=O)[NH:5][CH:6]=1.[Cl-].[C:18]([C:20]1[CH:21]=[C:22]([C:27]#[C:28][CH2:29][NH2+:30][CH2:31][C:32]2[CH:37]=[CH:36][C:35]([O:38][CH3:39])=[CH:34][C:33]=2[O:40][CH3:41])[CH:23]=[CH:24][C:25]=1[F:26])#[N:19].C([O-])(O)=O.[Na+]. Product: [Cl:1][C:2]1[CH:3]=[C:4]([C:7]([N:30]([CH2:29][C:28]#[C:27][C:22]2[CH:23]=[CH:24][C:25]([F:26])=[C:20]([C:18]#[N:19])[CH:21]=2)[CH2:31][C:32]2[CH:37]=[CH:36][C:35]([O:38][CH3:39])=[CH:34][C:33]=2[O:40][CH3:41])=[O:9])[NH:5][CH:6]=1. The catalyst class is: 144. (5) Reactant: [Cl:1][CH:2]([Cl:6])[C:3]([CH3:5])=O.[CH2:7]([SH:11])[CH2:8][CH2:9][SH:10]. Product: [CH3:5][C:3]1([CH:2]([Cl:6])[Cl:1])[S:11][CH2:7][CH2:8][CH2:9][S:10]1. The catalyst class is: 22.